This data is from Full USPTO retrosynthesis dataset with 1.9M reactions from patents (1976-2016). The task is: Predict the reactants needed to synthesize the given product. (1) Given the product [C:22]([O:26][C:27]([NH:29][CH2:30][CH2:31][N:32]([CH3:61])[C@@H:33]1[CH2:40][N:39]2[C:41]3[CH:42]=[C:43]([C:54]([NH:1][S:2]([CH2:5][CH2:6][CH2:7][C:8]([O:10][CH2:11][C:12]4[CH:13]=[CH:14][CH:15]=[CH:16][CH:17]=4)=[O:9])(=[O:3])=[O:4])=[O:55])[CH:44]=[CH:45][C:46]=3[C:47]([CH:48]3[CH2:53][CH2:52][CH2:51][CH2:50][CH2:49]3)=[C:38]2[C:37]2[CH:57]=[CH:58][CH:59]=[CH:60][C:36]=2[O:35][CH2:34]1)=[O:28])([CH3:25])([CH3:24])[CH3:23], predict the reactants needed to synthesize it. The reactants are: [NH2:1][S:2]([CH2:5][CH2:6][CH2:7][C:8]([O:10][CH2:11][C:12]1[CH:17]=[CH:16][CH:15]=[CH:14][CH:13]=1)=[O:9])(=[O:4])=[O:3].C(Cl)CCl.[C:22]([O:26][C:27]([NH:29][CH2:30][CH2:31][N:32]([CH3:61])[C@@H:33]1[CH2:40][N:39]2[C:41]3[CH:42]=[C:43]([C:54](O)=[O:55])[CH:44]=[CH:45][C:46]=3[C:47]([CH:48]3[CH2:53][CH2:52][CH2:51][CH2:50][CH2:49]3)=[C:38]2[C:37]2[CH:57]=[CH:58][CH:59]=[CH:60][C:36]=2[O:35][CH2:34]1)=[O:28])([CH3:25])([CH3:24])[CH3:23]. (2) Given the product [NH2:29][C:28]1[C:27]2[C:22](=[CH:23][CH:24]=[CH:25][C:26]=2[N:30]2[CH2:31][CH2:32][N:33]([CH2:36][CH3:37])[CH2:34][CH2:35]2)[NH:21][C:16](=[O:18])[C:15]=1[C:7]1[NH:6][C:10]2[CH:11]=[CH:12][CH:13]=[CH:14][C:9]=2[N:8]=1, predict the reactants needed to synthesize it. The reactants are: [Li]C(C)(C)C.[N:6]1[C:10]2[CH:11]=[CH:12][CH:13]=[CH:14][C:9]=2[NH:8][C:7]=1[CH2:15][C:16]([O:18]CC)=O.[NH2:21][C:22]1[C:27]([C:28]#[N:29])=[C:26]([N:30]2[CH2:35][CH2:34][N:33]([CH2:36][CH3:37])[CH2:32][CH2:31]2)[CH:25]=[CH:24][CH:23]=1. (3) Given the product [C:3]([O:7][C:8]([N:10]1[CH2:15][CH:14]([C:16]2[CH:21]=[C:20]([F:22])[CH:19]=[C:18]([F:23])[CH:17]=2)[N:13]([CH2:34][C:35]([O:37][CH3:38])=[O:36])[C:12](=[O:24])[C@@H:11]1[CH2:25][CH:26]1[CH2:32][CH2:31][CH2:30][CH2:29][CH2:28][CH2:27]1)=[O:9])([CH3:6])([CH3:4])[CH3:5], predict the reactants needed to synthesize it. The reactants are: [H-].[Na+].[C:3]([O:7][C:8]([N:10]1[CH2:15][CH:14]([C:16]2[CH:21]=[C:20]([F:22])[CH:19]=[C:18]([F:23])[CH:17]=2)[NH:13][C:12](=[O:24])[C@@H:11]1[CH2:25][CH:26]1[CH2:32][CH2:31][CH2:30][CH2:29][CH2:28][CH2:27]1)=[O:9])([CH3:6])([CH3:5])[CH3:4].Br[CH2:34][C:35]([O:37][CH3:38])=[O:36]. (4) Given the product [C:14]1([CH2:13][O:12][C:10]2[CH:9]=[C:4]([CH:3]=[C:2]([O:1][C@H:38]3[CH2:42][CH2:41][O:40][CH2:39]3)[CH:11]=2)[C:5]([O:7][CH3:8])=[O:6])[CH:19]=[CH:18][CH:17]=[CH:16][CH:15]=1, predict the reactants needed to synthesize it. The reactants are: [OH:1][C:2]1[CH:3]=[C:4]([CH:9]=[C:10]([O:12][CH2:13][C:14]2[CH:19]=[CH:18][CH:17]=[CH:16][CH:15]=2)[CH:11]=1)[C:5]([O:7][CH3:8])=[O:6].C(OC1C=C(C=C(O[C@@H:38]([CH3:42])[CH2:39][O:40][CH3:41])C=1)C(O)=O)C1C=CC=CC=1.C(=O)([O-])[O-].[K+].[K+]. (5) Given the product [CH2:15]([N:1]1[CH2:6][CH2:5][CH2:4][C@H:3]([NH:7][C:8](=[O:14])[O:9][C:10]([CH3:11])([CH3:13])[CH3:12])[CH2:2]1)[C:16]1[CH:21]=[CH:20][CH:19]=[CH:18][CH:17]=1, predict the reactants needed to synthesize it. The reactants are: [NH:1]1[CH2:6][CH2:5][CH2:4][C@H:3]([NH:7][C:8](=[O:14])[O:9][C:10]([CH3:13])([CH3:12])[CH3:11])[CH2:2]1.[CH:15](=O)[C:16]1[CH:21]=[CH:20][CH:19]=[CH:18][CH:17]=1.[BH-](OC(C)=O)(OC(C)=O)OC(C)=O.[Na+].O.